This data is from TCR-epitope binding with 47,182 pairs between 192 epitopes and 23,139 TCRs. The task is: Binary Classification. Given a T-cell receptor sequence (or CDR3 region) and an epitope sequence, predict whether binding occurs between them. (1) The epitope is GLNKIVRMY. The TCR CDR3 sequence is CASTFLEGSEAFF. Result: 0 (the TCR does not bind to the epitope). (2) The epitope is HTDFSSEIIGY. The TCR CDR3 sequence is CASSQEWLAVSTDTQYF. Result: 0 (the TCR does not bind to the epitope). (3) The epitope is GTSGSPIIDK. The TCR CDR3 sequence is CASREGQGGTEAFF. Result: 0 (the TCR does not bind to the epitope). (4) The epitope is LQPFPQPELPYPQPQ. The TCR CDR3 sequence is CASSLDATTVYGYTF. Result: 0 (the TCR does not bind to the epitope). (5) The epitope is GILGFVFTL. The TCR CDR3 sequence is CASSLPGGLAGAQQYF. Result: 0 (the TCR does not bind to the epitope). (6) The epitope is TLIGDCATV. The TCR CDR3 sequence is CASSPYPQGLNTEAFF. Result: 1 (the TCR binds to the epitope). (7) The epitope is RISNCVADY. The TCR CDR3 sequence is CASSATSGRPDTGELFF. Result: 1 (the TCR binds to the epitope). (8) The epitope is RAKFKQLL. The TCR CDR3 sequence is CSASSLTSGGAPEQYF. Result: 1 (the TCR binds to the epitope). (9) The epitope is IVTDFSVIK. The TCR CDR3 sequence is CASSSDREEQYF. Result: 0 (the TCR does not bind to the epitope). (10) The epitope is LLMPILTLT. The TCR CDR3 sequence is CASSQAYYEQYF. Result: 1 (the TCR binds to the epitope).